This data is from Catalyst prediction with 721,799 reactions and 888 catalyst types from USPTO. The task is: Predict which catalyst facilitates the given reaction. Product: [Br:13][C:14]1[CH:15]=[N:16][CH:17]=[C:18]([Br:20])[C:19]=1[CH3:1]. Reactant: [CH:1](NC(C)C)(C)C.C([Li])CCC.[Br:13][C:14]1[CH:15]=[N:16][CH:17]=[C:18]([Br:20])[CH:19]=1.CI. The catalyst class is: 1.